Dataset: Full USPTO retrosynthesis dataset with 1.9M reactions from patents (1976-2016). Task: Predict the reactants needed to synthesize the given product. (1) Given the product [F:10][C:9]([F:11])([F:12])[C:7]1[CH:6]=[C:5]([C:13]2[N:17]=[CH:16][N:15](/[CH:18]=[C:19](\[Br:23])/[C:20]([NH2:35])=[O:22])[N:14]=2)[CH:4]=[C:3]([C:2]([F:24])([F:1])[F:25])[CH:8]=1, predict the reactants needed to synthesize it. The reactants are: [F:1][C:2]([F:25])([F:24])[C:3]1[CH:4]=[C:5]([C:13]2[N:17]=[CH:16][N:15](/[CH:18]=[C:19](\[Br:23])/[C:20]([OH:22])=O)[N:14]=2)[CH:6]=[C:7]([C:9]([F:12])([F:11])[F:10])[CH:8]=1.ClC(OCC(C)C)=O.C[N:35]1CCOCC1. (2) Given the product [CH:18]1([C:16]([NH:15][C:13]2[N:14]=[C:9]3[CH:8]=[CH:7][C:6]([O:5][C:4]4[CH:3]=[C:2]([NH:1][C:31](=[O:32])[C:27]5[CH:28]=[CH:29][CH:30]=[N:25][CH:26]=5)[CH:23]=[CH:22][CH:21]=4)=[N:11][N:10]3[CH:12]=2)=[O:17])[CH2:20][CH2:19]1, predict the reactants needed to synthesize it. The reactants are: [NH2:1][C:2]1[CH:3]=[C:4]([CH:21]=[CH:22][CH:23]=1)[O:5][C:6]1[CH:7]=[CH:8][C:9]2[N:10]([CH:12]=[C:13]([NH:15][C:16]([CH:18]3[CH2:20][CH2:19]3)=[O:17])[N:14]=2)[N:11]=1.Cl.[N:25]1[CH:30]=[CH:29][CH:28]=[C:27]([C:31](Cl)=[O:32])[CH:26]=1. (3) Given the product [NH2:9][C:3]1[CH:4]=[C:5]([OH:8])[CH:6]=[CH:7][C:2]=1[Cl:1], predict the reactants needed to synthesize it. The reactants are: [Cl:1][C:2]1[CH:7]=[CH:6][C:5]([OH:8])=[CH:4][C:3]=1[N+:9]([O-])=O.C(O)(=O)C. (4) Given the product [Cl:1][C:2]1[CH:3]=[CH:4][C:5]([F:33])=[C:6]([C:8]2[CH:13]=[C:12]([NH:14][C:15]3[CH:20]=[CH:19][N:18]=[C:17]4[CH:21]=[N:22][NH:23][C:16]=34)[CH:11]=[CH:10][N:9]=2)[CH:7]=1, predict the reactants needed to synthesize it. The reactants are: [Cl:1][C:2]1[CH:3]=[CH:4][C:5]([F:33])=[C:6]([C:8]2[CH:13]=[C:12]([NH:14][C:15]3[C:16]4[C:17](=[CH:21][N:22](CC5C=CC(OC)=CC=5)[N:23]=4)[N:18]=[CH:19][CH:20]=3)[CH:11]=[CH:10][N:9]=2)[CH:7]=1.C(O)(C(F)(F)F)=O. (5) The reactants are: [OH:1][CH2:2][C:3]1([NH:9][C:10](=[O:19])[O:11][CH2:12][C:13]2[CH:18]=[CH:17][CH:16]=[CH:15][CH:14]=2)[CH2:8][CH2:7][O:6][CH2:5][CH2:4]1.F[B-](F)(F)F.[CH3:25][O+](C)C. Given the product [CH3:25][O:1][CH2:2][C:3]1([NH:9][C:10](=[O:19])[O:11][CH2:12][C:13]2[CH:18]=[CH:17][CH:16]=[CH:15][CH:14]=2)[CH2:4][CH2:5][O:6][CH2:7][CH2:8]1, predict the reactants needed to synthesize it. (6) Given the product [F:5][C:6]1[CH:7]=[C:8]([CH:9]([OH:10])[CH2:1][CH3:2])[CH:11]=[CH:12][CH:13]=1, predict the reactants needed to synthesize it. The reactants are: [CH2:1](Br)[CH3:2].[Mg].[F:5][C:6]1[CH:7]=[C:8]([CH:11]=[CH:12][CH:13]=1)[CH:9]=[O:10]. (7) Given the product [Br:18][CH2:17][C:14]1[CH:15]=[N:16][C:11]([C:8]2[CH:7]=[CH:6][C:5]([C:1]([CH3:4])([CH3:3])[CH3:2])=[CH:10][CH:9]=2)=[N:12][CH:13]=1, predict the reactants needed to synthesize it. The reactants are: [C:1]([C:5]1[CH:10]=[CH:9][C:8]([C:11]2[N:16]=[CH:15][C:14]([CH3:17])=[CH:13][N:12]=2)=[CH:7][CH:6]=1)([CH3:4])([CH3:3])[CH3:2].[Br:18]N1C(=O)CCC1=O.N(C(C)(C)C#N)=NC(C)(C)C#N. (8) Given the product [CH:1]1([C:26]2[C:27]([O:40][CH2:41][C:42]34[C:48]([F:50])([F:49])[CH:47]3[CH2:46][CH2:45][CH2:44][CH2:43]4)=[CH:28][C:29]([F:39])=[C:30]([CH:38]=2)[C:31]([O:33][C:34]([CH3:36])([CH3:37])[CH3:35])=[O:32])[CH2:7][CH2:6]1, predict the reactants needed to synthesize it. The reactants are: [C:1]12(COC3C(Cl)=CC(C(OC(C)(C)C)=O)=C(F)C=3)[CH2:7][CH:6]1CCCC2.Cl[C:26]1[C:27]([O:40][CH2:41][C:42]23[C:48]([F:50])([F:49])[CH:47]2[CH2:46][CH2:45][CH2:44][CH2:43]3)=[CH:28][C:29]([F:39])=[C:30]([CH:38]=1)[C:31]([O:33][C:34]([CH3:37])([CH3:36])[CH3:35])=[O:32]. (9) Given the product [CH2:32]([CH:39]1[CH2:40][CH2:41][N:42]([C:45]2[C:50]([Br:51])=[CH:49][N:48]=[C:47]3[NH:52][C:53]([C:55]4[CH:69]=[CH:68][C:58]([CH2:59][NH2:60])=[CH:57][CH:56]=4)=[N:54][C:46]=23)[CH2:43][CH2:44]1)[C:33]1[CH:38]=[CH:37][CH:36]=[CH:35][CH:34]=1, predict the reactants needed to synthesize it. The reactants are: BrC1C(N2CCN(CC3C=NC=CC=3)CC2)=C2N=C(C3C=CC(CN)=CC=3)NC2=NC=1.[CH2:32]([CH:39]1[CH2:44][CH2:43][N:42]([C:45]2[C:50]([Br:51])=[CH:49][N:48]=[C:47]3[NH:52][C:53]([C:55]4[CH:69]=[CH:68][C:58]([CH2:59][NH:60]C(=O)OC(C)(C)C)=[CH:57][CH:56]=4)=[N:54][C:46]=23)[CH2:41][CH2:40]1)[C:33]1[CH:38]=[CH:37][CH:36]=[CH:35][CH:34]=1.C(O)(C(F)(F)F)=O. (10) Given the product [CH:26]([C:7]1[CH:8]=[N:9][CH:10]=[CH:11][C:6]=1[NH:5][C:3](=[O:4])[C:2]([CH3:13])([CH3:12])[CH3:1])=[O:27], predict the reactants needed to synthesize it. The reactants are: [CH3:1][C:2]([CH3:13])([CH3:12])[C:3]([NH:5][C:6]1[CH:11]=[CH:10][N:9]=[CH:8][CH:7]=1)=[O:4].C([Li])CCC.CCCCCC.Cl.[C:26](=O)([O-])[O-:27].[K+].[K+].